Dataset: Reaction yield outcomes from USPTO patents with 853,638 reactions. Task: Predict the reaction yield, written as a fraction of the theoretical maximum amount of product (1.0 means a 100% yield; for example, 0.34 means a 34% yield). (1) The reactants are C[O:2][C:3](=[O:12])[C:4]1[CH:9]=[C:8]([Br:10])[C:7](Cl)=[N:6][CH:5]=1.[CH3:13][O:14][CH2:15][CH2:16][OH:17].C1CCN2C(=NCCC2)CC1.[OH-].[K+].Cl. The catalyst is O. The product is [Br:10][C:8]1[C:7]([O:17][CH2:16][CH2:15][O:14][CH3:13])=[N:6][CH:5]=[C:4]([CH:9]=1)[C:3]([OH:2])=[O:12]. The yield is 0.660. (2) The reactants are [CH3:1][O:2][C:3](=[O:63])[C@H:4]1[O:50][C@@H:8]([O:9][C:10]2[CH:15]=[CH:14][C:13]([C:16]3[N:17]([CH2:34][C:35]4[CH:40]=[CH:39][C:38]([O:41][CH2:42][CH2:43][N:44]5[CH2:49][CH2:48][CH2:47][CH2:46][CH2:45]5)=[CH:37][CH:36]=4)[C:18]4[C:23]([C:24]=3[CH3:25])=[CH:22][C:21]([O:26]CC3C=CC=CC=3)=[CH:20][CH:19]=4)=[CH:12][CH:11]=2)[C@:7]([C:52](=[O:54])[CH3:53])([OH:51])[C@@:6]([C:56](=[O:58])[CH3:57])([OH:55])[C@@H:5]1[O:59][C:60](=[O:62])[CH3:61]. The catalyst is C1COCC1.CO.[Pd]. The product is [CH3:1][O:2][C:3](=[O:63])[C@H:4]1[O:50][C@@H:8]([O:9][C:10]2[CH:15]=[CH:14][C:13]([C:16]3[N:17]([CH2:34][C:35]4[CH:36]=[CH:37][C:38]([O:41][CH2:42][CH2:43][N:44]5[CH2:45][CH2:46][CH2:47][CH2:48][CH2:49]5)=[CH:39][CH:40]=4)[C:18]4[C:23]([C:24]=3[CH3:25])=[CH:22][C:21]([OH:26])=[CH:20][CH:19]=4)=[CH:12][CH:11]=2)[C@:7]([C:52](=[O:54])[CH3:53])([OH:51])[C@@:6]([C:56](=[O:58])[CH3:57])([OH:55])[C@@H:5]1[O:59][C:60](=[O:62])[CH3:61]. The yield is 0.980. (3) The reactants are [Cl:1][C:2]1[C:3]([F:31])=[C:4]([NH:8][CH:9]([C:11]2[CH:12]=[C:13]([C:28](O)=[O:29])[CH:14]=[C:15]3[C:20]=2[O:19][C:18]([N:21]2[CH2:26][CH2:25][O:24][CH2:23][CH2:22]2)=[CH:17][C:16]3=[O:27])[CH3:10])[CH:5]=[CH:6][CH:7]=1.CN1CCOCC1.[CH3:39][N:40]([CH3:44])[CH2:41][CH2:42][NH2:43]. The catalyst is CN1C(=O)CCC1. The product is [Cl:1][C:2]1[C:3]([F:31])=[C:4]([NH:8][CH:9]([C:11]2[CH:12]=[C:13]([C:28]([NH:43][CH2:42][CH2:41][N:40]([CH3:44])[CH3:39])=[O:29])[CH:14]=[C:15]3[C:20]=2[O:19][C:18]([N:21]2[CH2:26][CH2:25][O:24][CH2:23][CH2:22]2)=[CH:17][C:16]3=[O:27])[CH3:10])[CH:5]=[CH:6][CH:7]=1. The yield is 0.602.